From a dataset of Forward reaction prediction with 1.9M reactions from USPTO patents (1976-2016). Predict the product of the given reaction. (1) The product is: [Cl:10][C:11]1[CH:12]=[CH:13][C:14]([NH:19][C:18]([C:20]2[C:29]3[C:24](=[CH:25][CH:26]=[CH:27][CH:28]=3)[CH:23]=[CH:22][CH:21]=2)=[O:17])=[C:15]([C:16]([NH:32][CH2:33][CH2:34][CH:35]2[CH2:40][CH2:39][O:38][CH2:37][CH2:36]2)=[O:30])[CH:31]=1. Given the reactants C(N(C(C)C)CC)(C)C.[Cl:10][C:11]1[CH:12]=[CH:13][C:14]2[N:19]=[C:18]([C:20]3[C:29]4[C:24](=[CH:25][CH:26]=[CH:27][CH:28]=4)[CH:23]=[CH:22][CH:21]=3)[O:17][C:16](=[O:30])[C:15]=2[CH:31]=1.[NH2:32][CH2:33][CH2:34][CH:35]1[CH2:40][CH2:39][O:38][CH2:37][CH2:36]1, predict the reaction product. (2) Given the reactants I[CH2:2][CH3:3].[CH3:4][O:5][C:6](=[O:18])[C:7]1[CH:16]=[CH:15][C:14]([OH:17])=[C:9]([C:10]([O:12][CH3:13])=[O:11])[CH:8]=1.C(=O)([O-])[O-].[Cs+].[Cs+], predict the reaction product. The product is: [CH3:4][O:5][C:6](=[O:18])[C:7]1[CH:16]=[CH:15][C:14]([O:17][CH2:2][CH3:3])=[C:9]([C:10]([O:12][CH3:13])=[O:11])[CH:8]=1. (3) Given the reactants [CH:1]1[C:10]2[C:5](=[CH:6][CH:7]=[CH:8][CH:9]=2)[CH:4]=[CH:3][N:2]=1.C[O:12][C:13]1[CH:14]=C2C(=CC=1)C(=O)NC=C2.C1C(=O)N([Cl:31])C(=O)C1, predict the reaction product. The product is: [Cl:31][C:1]1[C:10]2[C:5](=[C:6]3[CH2:14][CH2:13][O:12][C:7]3=[CH:8][CH:9]=2)[CH:4]=[CH:3][N:2]=1. (4) The product is: [CH3:1][O:2][C:3]1[CH:12]=[C:11]2[C:6]([C:7]([O:19][C@H:20]3[CH2:24][N:23]4[C@H:22]([C:25](=[O:26])[NH:27][CH:28]([C@@:30]5([N:95]=[C:97]=[O:98])[CH2:29][C@H:31]5[CH:32]=[CH2:91])[C:33](=[O:34])[NH:35][S:36](=[O:37])(=[O:38])[C:39]5[C:40]([NH:45][C:46](=[O:47])[CH2:48][CH2:49][CH2:50][CH2:51][CH2:52][CH2:53][CH2:54][C:55]4=[O:56])=[CH:41][CH:42]=[CH:43][CH:44]=5)[CH2:21]3)=[CH:8][C:9]([C:65]3[CH:64]=[CH:66][CH:78]=[CH:77][CH:76]=3)=[N:10]2)=[CH:5][CH:4]=1. Given the reactants [CH3:1][O:2][C:3]1[CH:12]=[C:11]2[C:6]([C:7]([O:19][C@H:20]3[CH2:24][NH:23][C@H:22]([C:25]([NH:27][C@:28]4([C:33]([NH:35][S:36]([C:39]5[CH:44]=[CH:43][CH:42]=[CH:41][C:40]=5[NH:45][C:46]([CH2:48][CH2:49][CH2:50][CH2:51][CH2:52][CH2:53][CH2:54][C:55](O)=[O:56])=[O:47])(=[O:38])=[O:37])=[O:34])[CH2:30][C@H:29]4[CH:31]=[CH2:32])=[O:26])[CH2:21]3)=[CH:8][C:9](C3C=CC=CC=3)=[N:10]2)=[CH:5][CH:4]=1.CCN([CH:64]([CH3:66])[CH3:65])C(C)C.CN(C(ON1N=N[C:77]2[CH:78]=CC=N[C:76]1=2)=[N+](C)C)C.F[P-](F)(F)(F)(F)F.[CH2:91](Cl)Cl.C[N:95]([CH:97]=[O:98])C, predict the reaction product. (5) Given the reactants C(OC(=O)[NH:7][C@H:8]([C:14]1[N:15]=[C:16]2[CH:21]=[CH:20][C:19]([C:22]([CH3:25])([CH3:24])[CH3:23])=[CH:18][N:17]2[CH:26]=1)[C@@H:9]([CH3:13])[C:10]([NH2:12])=[O:11])(C)(C)C.FC(F)(F)C(O)=O, predict the reaction product. The product is: [NH2:7][C@H:8]([C:14]1[N:15]=[C:16]2[CH:21]=[CH:20][C:19]([C:22]([CH3:25])([CH3:24])[CH3:23])=[CH:18][N:17]2[CH:26]=1)[C@@H:9]([CH3:13])[C:10]([NH2:12])=[O:11]. (6) Given the reactants Br[C:2]1[CH:7]=[CH:6][CH:5]=[C:4]([Br:8])[N:3]=1.[CH:9]1([CH2:12][NH2:13])[CH2:11][CH2:10]1, predict the reaction product. The product is: [Br:8][C:4]1[N:3]=[C:2]([NH:13][CH2:12][CH:9]2[CH2:11][CH2:10]2)[CH:7]=[CH:6][CH:5]=1. (7) Given the reactants Br[CH2:2][C:3]1[CH:4]=[C:5]([CH:8]=[C:9]([N+:11]([O-:13])=[O:12])[CH:10]=1)[C:6]#[N:7].Cl.[CH3:15][NH:16][CH3:17].C(N(CC)CC)C, predict the reaction product. The product is: [CH3:15][N:16]([CH2:2][C:3]1[CH:4]=[C:5]([CH:8]=[C:9]([N+:11]([O-:13])=[O:12])[CH:10]=1)[C:6]#[N:7])[CH3:17].